This data is from Peptide-MHC class II binding affinity with 134,281 pairs from IEDB. The task is: Regression. Given a peptide amino acid sequence and an MHC pseudo amino acid sequence, predict their binding affinity value. This is MHC class II binding data. The MHC is DRB1_0405 with pseudo-sequence DRB1_0405. The peptide sequence is EDVKNAIGVLIGGLE. The binding affinity (normalized) is 0.194.